This data is from Catalyst prediction with 721,799 reactions and 888 catalyst types from USPTO. The task is: Predict which catalyst facilitates the given reaction. (1) Reactant: CC[O-].[Na+].[Br:5][C:6]1[CH:7]=[C:8]([CH:11]=[CH:12][C:13]=1[O:14][CH3:15])[CH:9]=O.[N:16]([CH2:19][C:20]([O:22][CH2:23][CH3:24])=[O:21])=[N+]=[N-]. Product: [Br:5][C:6]1[CH:7]=[C:8]2[C:11](=[CH:12][C:13]=1[O:14][CH3:15])[NH:16][C:19]([C:20]([O:22][CH2:23][CH3:24])=[O:21])=[CH:9]2. The catalyst class is: 14. (2) Reactant: [CH3:1][O:2][C:3]1[CH:27]=[CH:26][C:6]([O:7][C:8]2[N:13]=[C:12]([O:14][C:15]3[CH:20]=[CH:19][C:18]([O:21][CH3:22])=[CH:17][CH:16]=3)[C:11]([N+:23]([O-])=O)=[CH:10][N:9]=2)=[CH:5][CH:4]=1.[H][H]. Product: [CH3:1][O:2][C:3]1[CH:27]=[CH:26][C:6]([O:7][C:8]2[N:13]=[C:12]([O:14][C:15]3[CH:20]=[CH:19][C:18]([O:21][CH3:22])=[CH:17][CH:16]=3)[C:11]([NH2:23])=[CH:10][N:9]=2)=[CH:5][CH:4]=1. The catalyst class is: 123. (3) Reactant: [CH3:1][C:2]1([CH3:15])[O:6][C@H:5]2[O:7][C@H:8]([C:10](=[O:14])[CH2:11][O:12][CH3:13])[CH2:9][C@H:4]2[O:3]1.[BH4-].[Na+]. Product: [CH3:1][C:2]1([CH3:15])[O:6][C@H:5]2[O:7][C@H:8]([CH:10]([OH:14])[CH2:11][O:12][CH3:13])[CH2:9][C@H:4]2[O:3]1. The catalyst class is: 5. (4) Product: [OH:3][CH2:4][C:6]1[C:14]2[CH2:13][CH2:12][N:11]([C:15]3[CH:20]=[CH:19][C:18]([N:21]4[CH:26]=[CH:25][CH:24]=[CH:23][C:22]4=[O:27])=[CH:17][CH:16]=3)[C:10](=[O:28])[C:9]=2[N:8]([C:29]2[CH:30]=[CH:31][C:32]([O:35][CH3:36])=[CH:33][CH:34]=2)[N:7]=1. The catalyst class is: 1. Reactant: C([O:3][C:4]([C:6]1[C:14]2[CH2:13][CH2:12][N:11]([C:15]3[CH:20]=[CH:19][C:18]([N:21]4[CH:26]=[CH:25][CH:24]=[CH:23][C:22]4=[O:27])=[CH:17][CH:16]=3)[C:10](=[O:28])[C:9]=2[N:8]([C:29]2[CH:34]=[CH:33][C:32]([O:35][CH3:36])=[CH:31][CH:30]=2)[N:7]=1)=O)C.[Li+].[BH4-]. (5) Reactant: [CH3:1][O:2][C:3](=[O:18])[C:4]([O:7][C:8]1[CH:13]=[C:12]([O:14][CH3:15])[C:11]([OH:16])=[CH:10][C:9]=1[CH3:17])([CH3:6])[CH3:5].[F:19][C:20]([F:39])([F:38])[O:21][C:22]1[CH:27]=[CH:26][C:25]([C:28]#[C:29][CH2:30][CH2:31][CH2:32]OS(C)(=O)=O)=[CH:24][CH:23]=1.[Na+].[I-].C([O-])([O-])=O.[Cs+].[Cs+]. Product: [CH3:1][O:2][C:3](=[O:18])[C:4]([O:7][C:8]1[CH:13]=[C:12]([O:14][CH3:15])[C:11]([O:16][CH2:32][CH2:31][CH2:30][C:29]#[C:28][C:25]2[CH:26]=[CH:27][C:22]([O:21][C:20]([F:19])([F:38])[F:39])=[CH:23][CH:24]=2)=[CH:10][C:9]=1[CH3:17])([CH3:6])[CH3:5]. The catalyst class is: 10. (6) Product: [NH2:34][CH2:33][CH2:32][CH2:31][N:22]([CH:18]([C:9]1[N:8]([CH2:1][C:2]2[CH:3]=[CH:4][CH:5]=[CH:6][CH:7]=2)[C:16]2[C:11]([CH:10]=1)=[CH:12][C:13]([Cl:17])=[CH:14][CH:15]=2)[CH:19]([CH3:21])[CH3:20])[C:23](=[O:30])[C:24]1[CH:29]=[CH:28][CH:27]=[CH:26][CH:25]=1. Reactant: [CH2:1]([N:8]1[C:16]2[C:11](=[CH:12][C:13]([Cl:17])=[CH:14][CH:15]=2)[CH:10]=[C:9]1[CH:18]([N:22]([CH2:31][CH2:32][CH2:33][N:34]1C(=O)C2C(=CC=CC=2)C1=O)[C:23](=[O:30])[C:24]1[CH:29]=[CH:28][CH:27]=[CH:26][CH:25]=1)[CH:19]([CH3:21])[CH3:20])[C:2]1[CH:7]=[CH:6][CH:5]=[CH:4][CH:3]=1.NN.O. The catalyst class is: 14.